This data is from NCI-60 drug combinations with 297,098 pairs across 59 cell lines. The task is: Regression. Given two drug SMILES strings and cell line genomic features, predict the synergy score measuring deviation from expected non-interaction effect. Synergy scores: CSS=49.2, Synergy_ZIP=-7.43, Synergy_Bliss=-8.30, Synergy_Loewe=-3.71, Synergy_HSA=-0.0489. Cell line: HCC-2998. Drug 2: C1=CC(=CC=C1CCC2=CNC3=C2C(=O)NC(=N3)N)C(=O)NC(CCC(=O)O)C(=O)O. Drug 1: C1CN1C2=NC(=NC(=N2)N3CC3)N4CC4.